This data is from Reaction yield outcomes from USPTO patents with 853,638 reactions. The task is: Predict the reaction yield, written as a fraction of the theoretical maximum amount of product (1.0 means a 100% yield; for example, 0.34 means a 34% yield). (1) The reactants are [C:1]([OH:7])(=[O:6])[CH2:2][CH2:3][C:4]#[CH:5].C([O-])([O-])=O.[K+].[K+].[CH2:14](Br)[C:15]1[CH:20]=[CH:19][CH:18]=[CH:17][CH:16]=1. The catalyst is CN(C=O)C.O. The product is [C:1]([O:7][CH2:14][C:15]1[CH:20]=[CH:19][CH:18]=[CH:17][CH:16]=1)(=[O:6])[CH2:2][CH2:3][C:4]#[CH:5]. The yield is 1.00. (2) The reactants are [CH2:1]([O:8][C:9]1[CH:14]=[CH:13][CH:12]=[CH:11][C:10]=1[OH:15])[C:2]1[CH:7]=[CH:6][CH:5]=[CH:4][CH:3]=1.[CH3:16][S:17](Cl)(=[O:19])=[O:18]. The catalyst is C(Cl)Cl. The product is [CH3:16][S:17]([O:15][C:10]1[CH:11]=[CH:12][CH:13]=[CH:14][C:9]=1[O:8][CH2:1][C:2]1[CH:3]=[CH:4][CH:5]=[CH:6][CH:7]=1)(=[O:19])=[O:18]. The yield is 0.969. (3) The reactants are [CH3:1][C:2]1[C:11]2[C:6](=[CH:7][CH:8]=[CH:9][CH:10]=2)[CH:5]=[N:4][C:3]=1[N:12]([CH2:25][C:26]1[CH:31]=[CH:30][C:29]([O:32][C:33]([F:36])([F:35])[F:34])=[CH:28][CH:27]=1)[S:13]([C:16]1[CH:24]=[CH:23][C:19]([C:20]([O-:22])=O)=[CH:18][CH:17]=1)(=[O:15])=[O:14].[Na+].C(Cl)(=O)C(Cl)=O.Cl.[CH3:45][O:46][NH2:47].C(N(CC)CC)C. The catalyst is C(Cl)(Cl)Cl. The product is [CH3:45][O:46][NH:47][C:20](=[O:22])[C:19]1[CH:23]=[CH:24][C:16]([S:13]([N:12]([C:3]2[N:4]=[CH:5][C:6]3[C:11]([C:2]=2[CH3:1])=[CH:10][CH:9]=[CH:8][CH:7]=3)[CH2:25][C:26]2[CH:31]=[CH:30][C:29]([O:32][C:33]([F:36])([F:34])[F:35])=[CH:28][CH:27]=2)(=[O:14])=[O:15])=[CH:17][CH:18]=1. The yield is 0.810. (4) The reactants are C[CH2:2][CH:3]([C:8]([O:10][CH2:11][CH3:12])=[O:9])[C:4]([O:6][CH3:7])=[O:5].[H-].[Na+].F[C:16]1[CH:21]=[CH:20][C:19]([N+:22]([O-:24])=[O:23])=[CH:18][CH:17]=1.[CH3:25]S(C)=O. No catalyst specified. The product is [CH3:2][C:3]([C:16]1[CH:21]=[CH:20][C:19]([N+:22]([O-:24])=[O:23])=[CH:18][CH:17]=1)([C:4]([O:6][CH2:7][CH3:25])=[O:5])[C:8]([O:10][CH2:11][CH3:12])=[O:9]. The yield is 0.788. (5) The reactants are [CH2:1]([P:8](=[O:13])([O:11][CH3:12])[O:9][CH3:10])P(=O)(OC)OC.[H-].[Na+].[CH2:16]([O:23][N:24]([CH2:27][C@@H:28]([O:49][CH2:50][C:51]1[CH:56]=[CH:55][CH:54]=[CH:53][CH:52]=1)[C@@H:29]([O:41][CH2:42][C:43]1[CH:48]=[CH:47][CH:46]=[CH:45][CH:44]=1)[C@H:30]([O:33][CH2:34][C:35]1[CH:40]=[CH:39][CH:38]=[CH:37][CH:36]=1)[CH:31]=O)[CH:25]=[O:26])[C:17]1[CH:22]=[CH:21][CH:20]=[CH:19][CH:18]=1. The catalyst is C(OCC)C. The product is [CH3:12][O:11][P:8](/[CH:1]=[CH:31]/[C@@H:30]([O:33][CH2:34][C:35]1[CH:36]=[CH:37][CH:38]=[CH:39][CH:40]=1)[C@H:29]([O:41][CH2:42][C:43]1[CH:48]=[CH:47][CH:46]=[CH:45][CH:44]=1)[C@H:28]([O:49][CH2:50][C:51]1[CH:52]=[CH:53][CH:54]=[CH:55][CH:56]=1)[CH2:27][N:24]([O:23][CH2:16][C:17]1[CH:22]=[CH:21][CH:20]=[CH:19][CH:18]=1)[CH:25]=[O:26])(=[O:13])[O:9][CH3:10]. The yield is 0.750. (6) The reactants are [NH2:1][C:2]1[CH:36]=[CH:35][C:5]([O:6][C:7]2[CH:12]=[CH:11][N:10]=[C:9]3[CH:13]=[C:14]([C:16]4[N:17]([CH3:34])[C:18]([CH2:21][N:22]([CH2:30][CH2:31][O:32][CH3:33])[C:23](=[O:29])[O:24][C:25]([CH3:28])([CH3:27])[CH3:26])=[CH:19][N:20]=4)[S:15][C:8]=23)=[C:4]([F:37])[CH:3]=1.ClC(Cl)(O[C:42](=[O:48])OC(Cl)(Cl)Cl)Cl.CC[N:52]([CH:56]([CH3:58])[CH3:57])C(C)C.C1(N)CC1. No catalyst specified. The product is [CH:56]1([NH:52][C:42](=[O:48])[NH:1][C:2]2[CH:36]=[CH:35][C:5]([O:6][C:7]3[CH:12]=[CH:11][N:10]=[C:9]4[CH:13]=[C:14]([C:16]5[N:17]([CH3:34])[C:18]([CH2:21][N:22]([CH2:30][CH2:31][O:32][CH3:33])[C:23](=[O:29])[O:24][C:25]([CH3:28])([CH3:27])[CH3:26])=[CH:19][N:20]=5)[S:15][C:8]=34)=[C:4]([F:37])[CH:3]=2)[CH2:58][CH2:57]1. The yield is 0.920. (7) The reactants are C([O:3][C:4]([C:6]1[NH:7][C:8]([CH:19]=O)=[C:9]([CH2:12][CH2:13][C:14]([O:16]CC)=[O:15])[C:10]=1[CH3:11])=[O:5])C.[CH3:21][O:22][C:23]1[CH:31]=[C:30]2[C:26]([CH2:27][C:28](=[O:32])[NH:29]2)=[CH:25][CH:24]=1.N1CCCCC1.[OH-].[K+]. The catalyst is C(O)C. The product is [C:14]([CH2:13][CH2:12][C:9]1[C:10]([CH3:11])=[C:6]([C:4]([OH:3])=[O:5])[NH:7][C:8]=1[CH:19]=[C:27]1[C:26]2[C:30](=[CH:31][C:23]([O:22][CH3:21])=[CH:24][CH:25]=2)[NH:29][C:28]1=[O:32])([OH:16])=[O:15]. The yield is 0.990. (8) The reactants are Br[C:2]1[CH:3]=[C:4]([CH:7]=[CH:8][CH:9]=1)[C:5]#[N:6].C([NH2:17])C1C=CC=CC=1.CC(C)([O-])C.[Na+].[C:24]1([CH3:30])[CH:29]=[CH:28][CH:27]=[CH:26][CH:25]=1. The catalyst is C1C=CC(/C=C/C(/C=C/C2C=CC=CC=2)=O)=CC=1.C1C=CC(/C=C/C(/C=C/C2C=CC=CC=2)=O)=CC=1.C1C=CC(/C=C/C(/C=C/C2C=CC=CC=2)=O)=CC=1.[Pd].[Pd].C1(P(C2C=CC=CC=2)C2(P(C3C=CC=CC=3)C3C=CC=CC=3)CC=C3C(C=CC=C3)=C2C2C3C(=CC=CC=3)C=CC=2)C=CC=CC=1. The product is [CH2:30]([C:2]1[C:3]([NH2:17])=[C:4]([CH:7]=[CH:8][CH:9]=1)[C:5]#[N:6])[C:24]1[CH:29]=[CH:28][CH:27]=[CH:26][CH:25]=1. The yield is 0.580. (9) The reactants are Br[C:2]1[CH:7]=[CH:6][CH:5]=[CH:4][C:3]=1[NH:8][C:9](=[O:20])[O:10][CH:11]1[CH2:17][CH:16]2[N:18]([CH3:19])[CH:13]([CH2:14][CH2:15]2)[CH2:12]1.[Cl:21][C:22]1[CH:23]=[C:24](B(O)O)[CH:25]=[CH:26][CH:27]=1.C([O-])([O-])=O.[K+].[K+]. The catalyst is COCCOC.CCO.O.C1C=CC([P]([Pd]([P](C2C=CC=CC=2)(C2C=CC=CC=2)C2C=CC=CC=2)([P](C2C=CC=CC=2)(C2C=CC=CC=2)C2C=CC=CC=2)[P](C2C=CC=CC=2)(C2C=CC=CC=2)C2C=CC=CC=2)(C2C=CC=CC=2)C2C=CC=CC=2)=CC=1. The product is [Cl:21][C:22]1[CH:27]=[C:26]([C:2]2[CH:7]=[CH:6][CH:5]=[CH:4][C:3]=2[NH:8][C:9](=[O:20])[O:10][CH:11]2[CH2:17][CH:16]3[N:18]([CH3:19])[CH:13]([CH2:14][CH2:15]3)[CH2:12]2)[CH:25]=[CH:24][CH:23]=1. The yield is 0.300.